Dataset: Full USPTO retrosynthesis dataset with 1.9M reactions from patents (1976-2016). Task: Predict the reactants needed to synthesize the given product. (1) Given the product [Br:13][CH2:1][C:2]1[CH:11]=[C:10]2[C:5]([CH:6]=[CH:7][C:8](=[O:12])[O:9]2)=[CH:4][CH:3]=1, predict the reactants needed to synthesize it. The reactants are: [CH3:1][C:2]1[CH:11]=[C:10]2[C:5]([CH:6]=[CH:7][C:8](=[O:12])[O:9]2)=[CH:4][CH:3]=1.[Br:13]N1C(=O)CCC1=O.CC(N=NC(C#N)(C)C)(C#N)C. (2) Given the product [CH2:1]([O:8][C@@H:9]1[C@@H:15]([O:16][CH2:17][C:18]2[CH:19]=[CH:20][CH:21]=[CH:22][CH:23]=2)[C@H:14]([O:24][CH2:25][C:26]2[CH:31]=[CH:30][CH:29]=[CH:28][CH:27]=2)[C@@H:13]([CH2:32][O:33][CH2:34][C:35]2[CH:40]=[CH:39][CH:38]=[CH:37][CH:36]=2)[O:12][C@H:10]1[C:41]1[C:46]([Cl:47])=[N:45][C:44]([Cl:48])=[CH:43][N:42]=1)[C:2]1[CH:7]=[CH:6][CH:5]=[CH:4][CH:3]=1, predict the reactants needed to synthesize it. The reactants are: [CH2:1]([O:8][C@@H:9]1[C@@H:15]([O:16][CH2:17][C:18]2[CH:23]=[CH:22][CH:21]=[CH:20][CH:19]=2)[C@H:14]([O:24][CH2:25][C:26]2[CH:31]=[CH:30][CH:29]=[CH:28][CH:27]=2)[C@@H:13]([CH2:32][O:33][CH2:34][C:35]2[CH:40]=[CH:39][CH:38]=[CH:37][CH:36]=2)[O:12][C:10]1([C:41]1[C:46]([Cl:47])=[N:45][C:44]([Cl:48])=[CH:43][N:42]=1)O)[C:2]1[CH:7]=[CH:6][CH:5]=[CH:4][CH:3]=1.C([SiH](CC)CC)C.FC(F)(F)C(O)=O. (3) Given the product [Si:1]([O:8][CH2:9][C@H:10]1[CH2:14][CH2:13][C:12](=[O:15])[N:11]1[CH2:16][C:17](=[S:29])[NH2:19])([C:4]([CH3:7])([CH3:6])[CH3:5])([CH3:3])[CH3:2], predict the reactants needed to synthesize it. The reactants are: [Si:1]([O:8][CH2:9][C@H:10]1[CH2:14][CH2:13][C:12](=[O:15])[N:11]1[CH2:16][C:17]([NH2:19])=O)([C:4]([CH3:7])([CH3:6])[CH3:5])([CH3:3])[CH3:2].COC1C=CC(P2(SP(C3C=CC(OC)=CC=3)(=S)S2)=[S:29])=CC=1.C(=O)(O)[O-].[Na+].C(OCC)(=O)C. (4) Given the product [F:31][C:30]1[CH:29]=[CH:28][C:27]([C:2]2[C:3]3[CH2:16][CH2:15][N:14]([C:17]4[CH:22]=[CH:21][N:20]=[CH:19][CH:18]=4)[C:4]=3[N:5]=[C:6]([N:8]3[CH2:13][CH2:12][O:11][CH2:10][CH2:9]3)[N:7]=2)=[CH:26][C:25]=1[C:23]#[N:24], predict the reactants needed to synthesize it. The reactants are: Cl[C:2]1[C:3]2[CH2:16][CH2:15][N:14]([C:17]3[CH:22]=[CH:21][N:20]=[CH:19][CH:18]=3)[C:4]=2[N:5]=[C:6]([N:8]2[CH2:13][CH2:12][O:11][CH2:10][CH2:9]2)[N:7]=1.[C:23]([C:25]1[CH:26]=[C:27](B(O)O)[CH:28]=[CH:29][C:30]=1[F:31])#[N:24].COC1C=CC=C(OC)C=1C1C=CC=CC=1P(C1CCCCC1)C1CCCCC1.[OH-].[Na+]. (5) Given the product [CH2:3]([CH:2]([C:21]1[CH:20]=[CH:19][C:18]([N+:24]([O-:26])=[O:25])=[C:17]([F:16])[C:22]=1[F:23])[C:1]([OH:9])=[O:8])[CH3:29], predict the reactants needed to synthesize it. The reactants are: [C:1]([O:9]C(C)(C)C)(=[O:8])[CH2:2][C:3](OCC)=O.[H-].[Na+].[F:16][C:17]1[C:22]([F:23])=[CH:21][CH:20]=[CH:19][C:18]=1[N+:24]([O-:26])=[O:25].[NH4+].[Cl-].[CH3:29]N(C=O)C.